Dataset: Forward reaction prediction with 1.9M reactions from USPTO patents (1976-2016). Task: Predict the product of the given reaction. (1) Given the reactants [Cl:1][C:2]1[CH:8]=[C:7]([O:9][C:10]2[C:11]3[N:18]([CH3:19])[CH:17]=[CH:16][C:12]=3[N:13]=[CH:14][N:15]=2)[CH:6]=[CH:5][C:3]=1[NH2:4].N1C=CC=CC=1.Cl[C:27](OC1C=CC=CC=1)=[O:28].[NH2:36][C:37]1[CH:38]=[C:39]([C:44]([OH:50])([CH3:49])[C:45]([F:48])([F:47])[F:46])[CH:40]=[CH:41][C:42]=1[F:43], predict the reaction product. The product is: [Cl:1][C:2]1[CH:8]=[C:7]([O:9][C:10]2[C:11]3[N:18]([CH3:19])[CH:17]=[CH:16][C:12]=3[N:13]=[CH:14][N:15]=2)[CH:6]=[CH:5][C:3]=1[NH:4][C:27]([NH:36][C:37]1[CH:38]=[C:39]([C:44]([OH:50])([CH3:49])[C:45]([F:48])([F:46])[F:47])[CH:40]=[CH:41][C:42]=1[F:43])=[O:28]. (2) Given the reactants [Cl:1][C:2]1[S:6][C:5]([S:7]([NH:10][CH2:11][C:12]2[CH:21]=[CH:20][C:15]([C:16]([O:18][CH3:19])=[O:17])=[CH:14][CH:13]=2)(=[O:9])=[O:8])=[CH:4][CH:3]=1.[CH3:22][CH:23](O)[CH3:24].C1(P(C2C=CC=CC=2)C2C=CC=CC=2)C=CC=CC=1.N(C(OC(C)C)=O)=NC(OC(C)C)=O, predict the reaction product. The product is: [Cl:1][C:2]1[S:6][C:5]([S:7]([N:10]([CH2:11][C:12]2[CH:21]=[CH:20][C:15]([C:16]([O:18][CH3:19])=[O:17])=[CH:14][CH:13]=2)[CH:23]([CH3:24])[CH3:22])(=[O:9])=[O:8])=[CH:4][CH:3]=1. (3) Given the reactants Cl[C:2]1[N:11]=[C:10]([O:12][CH3:13])[C:9]2[C:4](=[CH:5][CH:6]=[CH:7][CH:8]=2)[N:3]=1.Cl.[NH2:15][C@H:16]1[CH2:20][CH2:19][N:18]([C:21](=[O:34])[CH2:22][C:23]2[CH:28]=[CH:27][C:26]([O:29][C:30]([F:33])([F:32])[F:31])=[CH:25][CH:24]=2)[CH2:17]1.C(N(CC)CC)C.C1COCC1, predict the reaction product. The product is: [CH3:13][O:12][C:10]1[C:9]2[C:4](=[CH:5][CH:6]=[CH:7][CH:8]=2)[N:3]=[C:2]([NH:15][C@H:16]2[CH2:20][CH2:19][N:18]([C:21](=[O:34])[CH2:22][C:23]3[CH:24]=[CH:25][C:26]([O:29][C:30]([F:31])([F:32])[F:33])=[CH:27][CH:28]=3)[CH2:17]2)[N:11]=1. (4) Given the reactants O[C:2]1[CH:7]=[CH:6][C:5]([OH:8])=[CH:4][C:3]=1[C:9]([C:12]1[CH:17]=[CH:16][C:15]([OH:18])=[CH:14][CH:13]=1)=[N:10][OH:11].C1(P(C2C=CC=CC=2)C2C=CC=CC=2)C=CC=CC=1.CCOC(/N=N/C(OCC)=O)=O, predict the reaction product. The product is: [OH:18][C:15]1[CH:16]=[CH:17][C:12]([C:9]2[C:3]3[CH:4]=[C:5]([OH:8])[CH:6]=[CH:7][C:2]=3[O:11][N:10]=2)=[CH:13][CH:14]=1. (5) The product is: [CH2:5]([O:12][C:13]([N:15]1[CH2:20][C@H:19]([O:21][CH2:22][C:23]2[CH:24]=[CH:25][C:26]3[O:31][CH2:30][CH2:29][N:28]([CH2:32][CH2:33][CH2:34][O:35][CH3:36])[C:27]=3[CH:37]=2)[C@@H:18]([C:38]2[CH:43]=[CH:42][C:41]([CH2:44][O:45][CH2:46][C@@H:47]([CH3:51])[CH2:48][O:49][CH3:50])=[CH:40][CH:39]=2)[C@H:17]([CH2:52][NH:53][C:1](=[O:3])[CH3:2])[CH2:16]1)=[O:14])[C:6]1[CH:11]=[CH:10][CH:9]=[CH:8][CH:7]=1. Given the reactants [C:1](Cl)(=[O:3])[CH3:2].[CH2:5]([O:12][C:13]([N:15]1[CH2:20][C@H:19]([O:21][CH2:22][C:23]2[CH:24]=[CH:25][C:26]3[O:31][CH2:30][CH2:29][N:28]([CH2:32][CH2:33][CH2:34][O:35][CH3:36])[C:27]=3[CH:37]=2)[C@@H:18]([C:38]2[CH:43]=[CH:42][C:41]([CH2:44][O:45][CH2:46][C@@H:47]([CH3:51])[CH2:48][O:49][CH3:50])=[CH:40][CH:39]=2)[C@H:17]([CH2:52][NH2:53])[CH2:16]1)=[O:14])[C:6]1[CH:11]=[CH:10][CH:9]=[CH:8][CH:7]=1.C(N(CC)CC)C, predict the reaction product. (6) Given the reactants [F:1][C:2]1[CH:11]=[C:10]([C:12]2[N:16]=[C:15]([C:17]3[CH:22]=[CH:21][C:20]([C:23]4[CH:28]=[CH:27][CH:26]=[CH:25][C:24]=4[CH3:29])=[C:19]([CH2:30][O:31]S(C)(=O)=O)[CH:18]=3)[O:14][N:13]=2)[CH:9]=[CH:8][C:3]=1[C:4]([O:6]C)=[O:5].[OH-].[Na+].Cl, predict the reaction product. The product is: [F:1][C:2]1[CH:11]=[C:10]([C:12]2[N:16]=[C:15]([C:17]3[CH:22]=[CH:21][C:20]([C:23]4[CH:28]=[CH:27][CH:26]=[CH:25][C:24]=4[CH3:29])=[C:19]([CH2:30][O:31][CH2:2][CH:3]([CH3:8])[CH3:4])[CH:18]=3)[O:14][N:13]=2)[CH:9]=[CH:8][C:3]=1[C:4]([OH:6])=[O:5]. (7) Given the reactants Cl[C:2]1[CH:7]=[CH:6][CH:5]=[CH:4][C:3]=1Cl.[CH2:9]([Mg]Br)[CH2:10][CH2:11][CH2:12][CH2:13][CH2:14][CH2:15][CH2:16][CH2:17][CH2:18][CH2:19][CH3:20].Cl, predict the reaction product. The product is: [CH2:9]([C:2]1[CH:7]=[CH:6][CH:5]=[CH:4][C:3]=1[CH2:20][CH2:19][CH2:18][CH2:17][CH2:16][CH2:15][CH2:14][CH2:13][CH2:12][CH2:11][CH2:10][CH3:9])[CH2:10][CH2:11][CH2:12][CH2:13][CH2:14][CH2:15][CH2:16][CH2:17][CH2:18][CH2:19][CH3:20].